From a dataset of Full USPTO retrosynthesis dataset with 1.9M reactions from patents (1976-2016). Predict the reactants needed to synthesize the given product. (1) The reactants are: [NH2:1][C:2]1[C:3]([Cl:9])=[N:4][CH:5]=[N:6][C:7]=1Cl.CN.[CH2:12]([N:14](CC)CC)C. Given the product [Cl:9][C:3]1[N:4]=[CH:5][N:6]=[C:7]([NH:14][CH3:12])[C:2]=1[NH2:1], predict the reactants needed to synthesize it. (2) The reactants are: [CH3:1][C:2]1[CH:8]=[CH:7][C:5]([NH2:6])=[CH:4][C:3]=1[N+:9]([O-:11])=[O:10].[C:12]([C:14]([C:17]1[CH:18]=[C:19]([CH:23]=[CH:24][CH:25]=1)[C:20](Cl)=[O:21])([CH3:16])[CH3:15])#[N:13].Cl. Given the product [C:12]([C:14]([C:17]1[CH:18]=[C:19]([CH:23]=[CH:24][CH:25]=1)[C:20]([NH:6][C:5]1[CH:7]=[CH:8][C:2]([CH3:1])=[C:3]([N+:9]([O-:11])=[O:10])[CH:4]=1)=[O:21])([CH3:16])[CH3:15])#[N:13], predict the reactants needed to synthesize it. (3) Given the product [CH:21]1([C:2]2[C:12]3[O:11][CH2:10][CH2:9][N:8]([C:13]([O:15][C:16]([CH3:19])([CH3:18])[CH3:17])=[O:14])[CH2:7][C:6]=3[C:5]([F:20])=[CH:4][CH:3]=2)[CH2:23][CH2:22]1, predict the reactants needed to synthesize it. The reactants are: Br[C:2]1[C:12]2[O:11][CH2:10][CH2:9][N:8]([C:13]([O:15][C:16]([CH3:19])([CH3:18])[CH3:17])=[O:14])[CH2:7][C:6]=2[C:5]([F:20])=[CH:4][CH:3]=1.[CH:21]1(B(O)O)[CH2:23][CH2:22]1.C(=O)([O-])[O-].[Na+].[Na+].O. (4) Given the product [S:25]1[C:29]2[CH:30]=[CH:31][CH:32]=[CH:33][C:28]=2[N:27]=[C:26]1[NH:34][N:35]=[C:2]1[C:11]2[C:6](=[CH:7][CH:8]=[C:9]([C:12]3[N:17]=[C:16]([C:18]([OH:20])=[O:19])[CH:15]=[CH:14][CH:13]=3)[CH:10]=2)[NH:5][CH:4]([C:21]([F:24])([F:23])[F:22])[CH2:3]1, predict the reactants needed to synthesize it. The reactants are: O=[C:2]1[C:11]2[C:6](=[CH:7][CH:8]=[C:9]([C:12]3[N:17]=[C:16]([C:18]([OH:20])=[O:19])[CH:15]=[CH:14][CH:13]=3)[CH:10]=2)[NH:5][CH:4]([C:21]([F:24])([F:23])[F:22])[CH2:3]1.[S:25]1[C:29]2[CH:30]=[CH:31][CH:32]=[CH:33][C:28]=2[N:27]=[C:26]1[NH:34][NH2:35]. (5) The reactants are: [N:1]1CCCN2CCC[CH2:8][CH2:7][C:6]=12.[F:12][C:13]1[CH:14]=[C:15]([N:19]2[CH2:23][CH2:22][CH:21]([O:24][C:25]3[CH:30]=[CH:29][C:28]([CH:31]4[CH:36]([O:37][CH2:38][C:39]5[CH:40]=[CH:41][C:42]6[O:47][CH2:46][CH2:45][N:44]([CH2:48][CH2:49][CH2:50][O:51][CH3:52])[C:43]=6[CH:53]=5)[CH2:35][N:34]([S:54]([C:57]5[CH:62]=[CH:61][C:60]([CH3:63])=[CH:59][CH:58]=5)(=[O:56])=[O:55])[CH2:33][CH:32]4[OH:64])=[CH:27][CH:26]=3)[CH2:20]2)[CH:16]=[CH:17][CH:18]=1.C(#N)C=C. Given the product [F:12][C:13]1[CH:14]=[C:15]([N:19]2[CH2:23][CH2:22][CH:21]([O:24][C:25]3[CH:26]=[CH:27][C:28]([CH:31]4[CH:36]([O:37][CH2:38][C:39]5[CH:40]=[CH:41][C:42]6[O:47][CH2:46][CH2:45][N:44]([CH2:48][CH2:49][CH2:50][O:51][CH3:52])[C:43]=6[CH:53]=5)[CH2:35][N:34]([S:54]([C:57]5[CH:62]=[CH:61][C:60]([CH3:63])=[CH:59][CH:58]=5)(=[O:56])=[O:55])[CH2:33][CH:32]4[O:64][CH2:8][CH2:7][C:6]#[N:1])=[CH:29][CH:30]=3)[CH2:20]2)[CH:16]=[CH:17][CH:18]=1, predict the reactants needed to synthesize it.